From a dataset of Experimentally validated miRNA-target interactions with 360,000+ pairs, plus equal number of negative samples. Binary Classification. Given a miRNA mature sequence and a target amino acid sequence, predict their likelihood of interaction. (1) The miRNA is hsa-miR-4729 with sequence UCAUUUAUCUGUUGGGAAGCUA. The protein sequence of the target gene is MKLLLLHPAFQSCLLLTLLGLWRTTPEAHASSLGAPAISAASFLQDLIHRYGEGDSLTLQQLKALLNHLDVGVGRGNVTQHVQGHRNLSTCFSSGDLFTAHNFSEQSRIGSSELQEFCPTILQQLDSRACTSENQENEENEQTEEGRPSAVEVWGYGLLCVTVISLCSLLGASVVPFMKKTFYKRLLLYFIALAIGTLYSNALFQLIPEAFGFNPLEDYYVSKSAVVFGGFYLFFFTEKILKILLKQKNEHHHGHSHYASESLPSKKDQEEGVMEKLQNGDLDHMIPQHCSSELDGKAPM.... Result: 1 (interaction). (2) The miRNA is mmu-miR-30c-1-3p with sequence CUGGGAGAGGGUUGUUUACUCC. The protein sequence of the target gene is MSIQAPPRLLELAGQSLLRDQALSISAMEELPRVLYLPLFMEAFSRRHFQTLTVMVQAWPFTCLPLGSLMKTLHLETLKALLEGLHMLLTQKDRPRRWKLQVLDLRDVDENFWARWPGAWALSCFPETTSKRQTAEDCPRMGEHQPLKVFIDICLKEIPQDECLRYLFQWVYQRRGLVHLCCSKLVNYLTPIKYLRKSLKIIYLNSIQELEIRNMSWPRLIRKLRCYLKEMKNLRKLVFSRCHHYTSDNELEGRLVAKFSSVFLRLEHLQLLKIKLITFFSGHLEQLIRCLQNPLENLEL.... Result: 0 (no interaction). (3) The miRNA is mmu-miR-770-5p with sequence AGCACCACGUGUCUGGGCCACG. The protein sequence of the target gene is MASVAAARAVPVGSGLRGLQRTLPLVVILGATGTGKSTLALQLGQRLGGEIVSADSMQVYEGLDIITNKVSAQEQRICRHHMISFVDPLVTNYTVVDFRNRATALIEDIFARDKIPIVVGGTNYYIESLLWKVLVNTKPQEMGTEKVIDRKVELEKEDGLVLHKRLSQVDPEMAAKLHPHDKRKVARSLQVFEETGISHSEFLHRQHTEEGGGPLGGPLKFSNPCILWLHADQAVLDERLDKRVDDMLAAGLLEELRDFHRRYNQKNVSENSQDYQHGIFQSIGFKEFHEYLITEGKCTL.... Result: 0 (no interaction).